From a dataset of Forward reaction prediction with 1.9M reactions from USPTO patents (1976-2016). Predict the product of the given reaction. (1) Given the reactants [CH:1]([NH:4][C:5]1[CH:10]=[CH:9][CH:8]=[CH:7][C:6]=1[N+:11]([O-])=O)([CH3:3])[CH3:2], predict the reaction product. The product is: [CH:1]([NH:4][C:5]1[C:6]([NH2:11])=[CH:7][CH:8]=[CH:9][CH:10]=1)([CH3:3])[CH3:2]. (2) Given the reactants [C:1]1([C@@H:7]2[CH2:11][CH2:10][CH2:9][C@H:8]2[NH2:12])[CH:6]=[CH:5][CH:4]=[CH:3][CH:2]=1.C(N(CC)CC)C.[C:20](OC(=O)C)(=[O:22])[CH3:21], predict the reaction product. The product is: [C:1]1([CH:7]2[CH2:11][CH2:10][CH2:9][CH:8]2[NH:12][C:20](=[O:22])[CH3:21])[CH:6]=[CH:5][CH:4]=[CH:3][CH:2]=1. (3) Given the reactants [N:1]1([C:7]2[C:8]3[N:31]=[N:30][N:29]([CH2:32][CH:33]=[O:34])[C:9]=3[N:10]=[C:11]([C:13]3[CH:18]=[CH:17][C:16]([NH:19][C:20]([NH:22][C:23]4[CH:28]=[CH:27][N:26]=[CH:25][CH:24]=4)=[O:21])=[CH:15][CH:14]=3)[N:12]=2)[CH2:6][CH2:5][O:4][CH2:3][CH2:2]1.N(C)C.C1COCC1.[BH3-]C#N.[Na+], predict the reaction product. The product is: [OH:34][CH2:33][CH2:32][N:29]1[C:9]2[N:10]=[C:11]([C:13]3[CH:14]=[CH:15][C:16]([NH:19][C:20]([NH:22][C:23]4[CH:24]=[CH:25][N:26]=[CH:27][CH:28]=4)=[O:21])=[CH:17][CH:18]=3)[N:12]=[C:7]([N:1]3[CH2:6][CH2:5][O:4][CH2:3][CH2:2]3)[C:8]=2[N:31]=[N:30]1. (4) Given the reactants Cl[C:2](Cl)([O:4]C(=O)OC(Cl)(Cl)Cl)Cl.[CH2:13]([N:15]1[C:19]2[N:20]=[C:21]([C:31]3[CH:37]=[CH:36][C:34]([NH2:35])=[CH:33][CH:32]=3)[N:22]=[C:23]([N:24]3[CH2:29][CH2:28][O:27][CH2:26][C@@H:25]3[CH3:30])[C:18]=2[N:17]=[N:16]1)[CH3:14].[NH2:38][C:39]1[CH:44]=[CH:43][C:42]([CH2:45][OH:46])=[CH:41][CH:40]=1.CCN(CC)CC, predict the reaction product. The product is: [CH2:13]([N:15]1[C:19]2[N:20]=[C:21]([C:31]3[CH:37]=[CH:36][C:34]([NH:35][C:2]([NH:38][C:39]4[CH:44]=[CH:43][C:42]([CH2:45][OH:46])=[CH:41][CH:40]=4)=[O:4])=[CH:33][CH:32]=3)[N:22]=[C:23]([N:24]3[CH2:29][CH2:28][O:27][CH2:26][C@@H:25]3[CH3:30])[C:18]=2[N:17]=[N:16]1)[CH3:14]. (5) Given the reactants CN(C=O)C.[NH2:6][C:7]1[CH:12]=[CH:11][C:10]([CH2:13][CH2:14][OH:15])=[CH:9][CH:8]=1.CCN(C(C)C)C(C)C.[C:25]([Si:29](Cl)([C:36]1[CH:41]=[CH:40][CH:39]=[CH:38][CH:37]=1)[C:30]1[CH:35]=[CH:34][CH:33]=[CH:32][CH:31]=1)([CH3:28])([CH3:27])[CH3:26], predict the reaction product. The product is: [Si:29]([O:15][CH2:14][CH2:13][C:10]1[CH:11]=[CH:12][C:7]([NH2:6])=[CH:8][CH:9]=1)([C:25]([CH3:28])([CH3:27])[CH3:26])([C:36]1[CH:37]=[CH:38][CH:39]=[CH:40][CH:41]=1)[C:30]1[CH:35]=[CH:34][CH:33]=[CH:32][CH:31]=1. (6) Given the reactants CCN(C(C)C)C(C)C.Cl.[CH3:11][O:12][C:13]([C:15]1[CH:16]=[C:17]2[C:21](=[CH:22][CH:23]=1)[CH2:20][CH2:19][C@H:18]2[NH2:24])=[O:14].[F:25][C:26]1[CH:31]=[CH:30][C:29]([S:32](Cl)(=[O:34])=[O:33])=[CH:28][CH:27]=1, predict the reaction product. The product is: [F:25][C:26]1[CH:31]=[CH:30][C:29]([S:32]([NH:24][C@H:18]2[C:17]3[C:21](=[CH:22][CH:23]=[C:15]([C:13]([O:12][CH3:11])=[O:14])[CH:16]=3)[CH2:20][CH2:19]2)(=[O:34])=[O:33])=[CH:28][CH:27]=1.